This data is from Reaction yield outcomes from USPTO patents with 853,638 reactions. The task is: Predict the reaction yield, written as a fraction of the theoretical maximum amount of product (1.0 means a 100% yield; for example, 0.34 means a 34% yield). (1) The reactants are [F:1][C:2]1[CH:3]=[C:4]([CH2:10][C:11]([OH:13])=O)[CH:5]=[CH:6][C:7]=1[O:8][CH3:9].[C:14]1([O:20][CH3:21])[CH:19]=[CH:18][CH:17]=[CH:16][CH:15]=1. No catalyst specified. The product is [F:1][C:2]1[CH:3]=[C:4]([CH2:10][C:11]([C:17]2[CH:18]=[CH:19][C:14]([O:20][CH3:21])=[CH:15][CH:16]=2)=[O:13])[CH:5]=[CH:6][C:7]=1[O:8][CH3:9]. The yield is 0.570. (2) The reactants are Br[C:2]1[CH:7]=[C:6]([N+:8]([O-:10])=[O:9])[CH:5]=[CH:4][C:3]=1[NH:11][C:12]([CH3:15])([CH3:14])[CH3:13].[C:16]([Si:18]([CH3:21])([CH3:20])[CH3:19])#[CH:17].N#N. The catalyst is CCN(CC)CC.Cl[Pd](Cl)([P](C1C=CC=CC=1)(C1C=CC=CC=1)C1C=CC=CC=1)[P](C1C=CC=CC=1)(C1C=CC=CC=1)C1C=CC=CC=1.[Cu]I. The product is [C:12]([NH:11][C:3]1[CH:4]=[CH:5][C:6]([N+:8]([O-:10])=[O:9])=[CH:7][C:2]=1[C:17]#[C:16][Si:18]([CH3:21])([CH3:20])[CH3:19])([CH3:15])([CH3:14])[CH3:13]. The yield is 0.160. (3) The reactants are [CH3:1][C:2]1[NH:7][C:6](=[O:8])[C:5]([C:9]#[N:10])=[C:4]([C:11]2[CH:16]=[CH:15][N:14]=[CH:13][CH:12]=2)[CH:3]=1.[BH4-].[Na+].II.Cl. The catalyst is C1COCC1. The product is [NH2:10][CH2:9][C:5]1[C:6](=[O:8])[NH:7][C:2]([CH3:1])=[CH:3][C:4]=1[C:11]1[CH:12]=[CH:13][N:14]=[CH:15][CH:16]=1. The yield is 0.310. (4) The reactants are Br[C:2]1[CH:7]=[C:6]([O:8][CH3:9])[CH:5]=[CH:4][C:3]=1[OH:10].[O:11]([C:13]1[CH:29]=[CH:28][CH:27]=[CH:26][C:14]=1[O:15][CH:16]([CH2:22][CH2:23][CH:24]=[CH2:25])[C:17]([O:19][CH2:20][CH3:21])=[O:18])[CH3:12].C1(C)C=CC=CC=1P(C1C=CC=CC=1C)C1C=CC=CC=1C.Cl. The catalyst is CN(C=O)C.C(N(CC)CC)C. The product is [OH:10][C:3]1[CH:4]=[CH:5][C:6]([O:8][CH3:9])=[CH:7][C:2]=1[CH:25]=[CH:24][CH2:23][CH2:22][CH:16]([O:15][C:14]1[CH:26]=[CH:27][CH:28]=[CH:29][C:13]=1[O:11][CH3:12])[C:17]([O:19][CH2:20][CH3:21])=[O:18]. The yield is 0.320.